This data is from Forward reaction prediction with 1.9M reactions from USPTO patents (1976-2016). The task is: Predict the product of the given reaction. (1) Given the reactants [CH:1]1([C:4]2[C:8]3[CH2:9][CH2:10][C:11]4[N:12]=[C:13]([NH:16][C:17](=[O:19])[CH3:18])[S:14][C:15]=4[C:7]=3[N:6]([CH:20]3[CH2:25][CH2:24][NH:23][CH2:22][CH2:21]3)[N:5]=2)[CH2:3][CH2:2]1.[N:26]1([C:35]([O:37][C:38]([CH3:41])([CH3:40])[CH3:39])=[O:36])[CH2:31][CH2:30][CH:29]([C:32]([O-])=[O:33])[CH2:28][CH2:27]1.F[B-](F)(F)F.N1(OC(N(C)C)=[N+](C)C)C2C=CC=CC=2N=N1.C(N(CC)CC)C, predict the reaction product. The product is: [C:17]([NH:16][C:13]1[S:14][C:15]2[C:7]3[N:6]([CH:20]4[CH2:21][CH2:22][N:23]([C:32]([CH:29]5[CH2:30][CH2:31][N:26]([C:35]([O:37][C:38]([CH3:41])([CH3:40])[CH3:39])=[O:36])[CH2:27][CH2:28]5)=[O:33])[CH2:24][CH2:25]4)[N:5]=[C:4]([CH:1]4[CH2:2][CH2:3]4)[C:8]=3[CH2:9][CH2:10][C:11]=2[N:12]=1)(=[O:19])[CH3:18]. (2) Given the reactants N1C2C(=CC=CC=2)C=N1.[F:10][C:11]([F:22])([F:21])[C:12]1[CH:13]=[C:14]2[C:18](=[CH:19][CH:20]=1)[NH:17][N:16]=[CH:15]2.C([O-])([O-])=O.[K+].[K+].[Cl:29][C:30]1[CH:37]=[CH:36][C:33]([CH2:34]Br)=[CH:32][CH:31]=1, predict the reaction product. The product is: [Cl:29][C:30]1[CH:37]=[CH:36][C:33]([CH2:34][N:17]2[C:18]3[C:14](=[CH:13][C:12]([C:11]([F:10])([F:21])[F:22])=[CH:20][CH:19]=3)[CH:15]=[N:16]2)=[CH:32][CH:31]=1.[Cl:29][C:30]1[CH:37]=[CH:36][C:33]([CH2:34][N:16]2[CH:15]=[C:14]3[C:18]([CH:19]=[CH:20][C:12]([C:11]([F:10])([F:21])[F:22])=[CH:13]3)=[N:17]2)=[CH:32][CH:31]=1. (3) Given the reactants [CH3:1][N:2]([CH3:13])[CH2:3][CH2:4][NH:5][CH2:6][C:7]([CH3:12])([N+:9]([O-])=O)[CH3:8], predict the reaction product. The product is: [CH3:13][N:2]([CH3:1])[CH2:3][CH2:4][NH:5][CH2:6][C:7]([CH3:8])([NH2:9])[CH3:12]. (4) Given the reactants [OH:1][CH2:2][CH2:3][NH:4][CH2:5][CH2:6][N:7]1[CH2:12][CH2:11][S:10][C:9]2[CH:13]=[CH:14][C:15]([NH:17][C:18]([C:20]3[S:21][CH:22]=[CH:23][CH:24]=3)=[NH:19])=[CH:16][C:8]1=2.[ClH:25], predict the reaction product. The product is: [ClH:25].[ClH:25].[OH:1][CH2:2][CH2:3][NH:4][CH2:5][CH2:6][N:7]1[CH2:12][CH2:11][S:10][C:9]2[CH:13]=[CH:14][C:15]([NH:17][C:18]([C:20]3[S:21][CH:22]=[CH:23][CH:24]=3)=[NH:19])=[CH:16][C:8]1=2.